Dataset: Reaction yield outcomes from USPTO patents with 853,638 reactions. Task: Predict the reaction yield, written as a fraction of the theoretical maximum amount of product (1.0 means a 100% yield; for example, 0.34 means a 34% yield). (1) The reactants are O[C:2]1[C:3](=[O:34])[N:4]([C:27]2[N:28]=[N:29][C:30]([CH3:33])=[CH:31][CH:32]=2)[CH:5]([C:18]2[CH:23]=[CH:22][C:21]([CH:24]([CH3:26])[CH3:25])=[CH:20][CH:19]=2)[C:6]=1[C:7](=[O:17])[C:8]1[CH:13]=[CH:12][C:11]([CH:14]([CH3:16])[CH3:15])=[CH:10][CH:9]=1.C([O-])=O.[NH4+:38]. No catalyst specified. The product is [NH2:38][C:2]1[C:3](=[O:34])[N:4]([C:27]2[N:28]=[N:29][C:30]([CH3:33])=[CH:31][CH:32]=2)[CH:5]([C:18]2[CH:19]=[CH:20][C:21]([CH:24]([CH3:25])[CH3:26])=[CH:22][CH:23]=2)[C:6]=1[C:7](=[O:17])[C:8]1[CH:9]=[CH:10][C:11]([CH:14]([CH3:15])[CH3:16])=[CH:12][CH:13]=1. The yield is 0.450. (2) The reactants are [N:1]1[C:2]([CH2:14][OH:15])=[N:3][N:4]2[C:13]=1[C:12]1[N:11]=[CH:10][CH:9]=[CH:8][C:7]=1[CH:6]=[CH:5]2. The product is [N:1]1[C:2]([CH:14]=[O:15])=[N:3][N:4]2[C:13]=1[C:12]1[N:11]=[CH:10][CH:9]=[CH:8][C:7]=1[CH:6]=[CH:5]2. The yield is 0.880. The catalyst is CCO.[O-2].[O-2].[Mn+4]. (3) The reactants are Br[C:2]1[CH:9]=[CH:8][C:7]([F:10])=[CH:6][C:3]=1[C:4]#[N:5].[F-].[K+].[F:13][C:14]1[CH:19]=[CH:18][CH:17]=[C:16]([F:20])[C:15]=1B(O)O.C(P(C(C)(C)C)C(C)(C)C)(C)(C)C. The catalyst is O1CCCC1.O.CC(O)C. The product is [F:10][C:7]1[CH:6]=[C:3]([C:4]#[N:5])[C:2]([C:15]2[C:14]([F:13])=[CH:19][CH:18]=[CH:17][C:16]=2[F:20])=[CH:9][CH:8]=1. The yield is 0.850. (4) The product is [CH2:14]([O:21][C:22]1[CH:23]=[C:24]([C:1]([OH:8])([C:2]2[CH:3]=[CH:4][CH:5]=[CH:6][CH:7]=2)[C:9]([O:11][CH2:12][CH3:13])=[O:10])[CH:25]=[CH:26][CH:27]=1)[C:15]1[CH:20]=[CH:19][CH:18]=[CH:17][CH:16]=1. The reactants are [C:1]([C:9]([O:11][CH2:12][CH3:13])=[O:10])(=[O:8])[C:2]1[CH:7]=[CH:6][CH:5]=[CH:4][CH:3]=1.[CH2:14]([O:21][C:22]1[CH:23]=[C:24]([Mg]Br)[CH:25]=[CH:26][CH:27]=1)[C:15]1[CH:20]=[CH:19][CH:18]=[CH:17][CH:16]=1. The catalyst is C1COCC1. The yield is 0.620.